Task: Regression. Given a peptide amino acid sequence and an MHC pseudo amino acid sequence, predict their binding affinity value. This is MHC class II binding data.. Dataset: Peptide-MHC class II binding affinity with 134,281 pairs from IEDB (1) The peptide sequence is YPEDPVKLASIVKAS. The MHC is DRB3_0202 with pseudo-sequence DRB3_0202. The binding affinity (normalized) is 0. (2) The peptide sequence is WSEIQTLKPNLIGPF. The MHC is HLA-DPA10201-DPB11401 with pseudo-sequence HLA-DPA10201-DPB11401. The binding affinity (normalized) is 0.168.